From a dataset of Reaction yield outcomes from USPTO patents with 853,638 reactions. Predict the reaction yield, written as a fraction of the theoretical maximum amount of product (1.0 means a 100% yield; for example, 0.34 means a 34% yield). The reactants are C([NH:8][C:9]1[CH:14]=[CH:13][C:12]([N:15]2[CH2:20][CH2:19][N:18]([C:21]3[CH:26]=[CH:25][C:24]([O:27][CH3:28])=[CH:23][CH:22]=3)[CH2:17][CH2:16]2)=[C:11]([C:29]2[CH:34]=[CH:33][C:32]([CH3:35])=[CH:31][CH:30]=2)[N:10]=1)C1C=CC=CC=1.S(=O)(=O)(O)O.C(=O)(O)[O-].[Na+]. No catalyst specified. The product is [CH3:28][O:27][C:24]1[CH:23]=[CH:22][C:21]([N:18]2[CH2:19][CH2:20][N:15]([C:12]3[CH:13]=[CH:14][C:9]([NH2:8])=[N:10][C:11]=3[C:29]3[CH:34]=[CH:33][C:32]([CH3:35])=[CH:31][CH:30]=3)[CH2:16][CH2:17]2)=[CH:26][CH:25]=1. The yield is 0.570.